From a dataset of Reaction yield outcomes from USPTO patents with 853,638 reactions. Predict the reaction yield, written as a fraction of the theoretical maximum amount of product (1.0 means a 100% yield; for example, 0.34 means a 34% yield). (1) The reactants are C([O:5][C:6](=[O:24])[CH:7]([N:11]([S:13]([C:16]1[CH:21]=[CH:20][C:19]([O:22][CH3:23])=[CH:18][CH:17]=1)(=[O:15])=[O:14])[CH3:12])[CH:8]([CH3:10])[CH3:9])(C)(C)C.FC(F)(F)C(O)=O. The catalyst is ClCCl. The product is [CH3:23][O:22][C:19]1[CH:20]=[CH:21][C:16]([S:13]([N:11]([CH3:12])[CH:7]([CH:8]([CH3:9])[CH3:10])[C:6]([OH:24])=[O:5])(=[O:15])=[O:14])=[CH:17][CH:18]=1. The yield is 1.00. (2) The reactants are Br[C:2]1[CH:9]=[C:8]([F:10])[C:7]([CH2:11][O:12][CH3:13])=[CH:6][C:3]=1[C:4]#[N:5].[CH:41]1(P([CH:37]2[CH2:42][CH2:41][CH2:40]CC2)C2C=CC=CC=2C2C(OC)=CC=CC=2OC)[CH2:40]CC[CH2:37][CH2:42]1.[Br-].C1([Zn+])CCC1. The catalyst is CC([O-])=O.CC([O-])=O.[Pd+2].C1COCC1. The product is [CH:40]1([C:2]2[CH:9]=[C:8]([F:10])[C:7]([CH2:11][O:12][CH3:13])=[CH:6][C:3]=2[C:4]#[N:5])[CH2:41][CH2:42][CH2:37]1. The yield is 0.450.